Dataset: Catalyst prediction with 721,799 reactions and 888 catalyst types from USPTO. Task: Predict which catalyst facilitates the given reaction. (1) Reactant: [CH2:1]([C:3]1[N:8]=[C:7]([NH2:9])[CH:6]=[CH:5][CH:4]=1)[CH3:2].C(N(CC)CC)C.[C:17](Cl)(=[O:22])[C:18]([CH3:21])([CH3:20])[CH3:19]. Product: [CH2:1]([C:3]1[N:8]=[C:7]([NH:9][C:17](=[O:22])[C:18]([CH3:21])([CH3:20])[CH3:19])[CH:6]=[CH:5][CH:4]=1)[CH3:2]. The catalyst class is: 4. (2) Reactant: [C:1]([C:3]1[C:11]2[S:10][C:9]([NH:12][C:13]([CH:15]3[CH2:17][CH2:16]3)=[O:14])=[N:8][C:7]=2[CH:6]=[CH:5][C:4]=1[O:18][C:19]1[CH:24]=[CH:23][CH:22]=[C:21]([NH:25]C(=O)C(F)(F)F)[CH:20]=1)#[N:2].O.[OH-].[Li+].Cl. Product: [NH2:25][C:21]1[CH:20]=[C:19]([CH:24]=[CH:23][CH:22]=1)[O:18][C:4]1[CH:5]=[CH:6][C:7]2[N:8]=[C:9]([NH:12][C:13]([CH:15]3[CH2:17][CH2:16]3)=[O:14])[S:10][C:11]=2[C:3]=1[C:1]#[N:2]. The catalyst class is: 193.